This data is from NCI-60 drug combinations with 297,098 pairs across 59 cell lines. The task is: Regression. Given two drug SMILES strings and cell line genomic features, predict the synergy score measuring deviation from expected non-interaction effect. (1) Drug 1: CC1=C(C=C(C=C1)NC2=NC=CC(=N2)N(C)C3=CC4=NN(C(=C4C=C3)C)C)S(=O)(=O)N.Cl. Drug 2: CCC1=C2CN3C(=CC4=C(C3=O)COC(=O)C4(CC)O)C2=NC5=C1C=C(C=C5)O. Cell line: NCI-H460. Synergy scores: CSS=23.6, Synergy_ZIP=5.11, Synergy_Bliss=7.08, Synergy_Loewe=-34.1, Synergy_HSA=4.69. (2) Drug 1: C1=C(C(=O)NC(=O)N1)F. Drug 2: CN(C(=O)NC(C=O)C(C(C(CO)O)O)O)N=O. Cell line: UACC-257. Synergy scores: CSS=5.92, Synergy_ZIP=-5.29, Synergy_Bliss=-9.99, Synergy_Loewe=-12.0, Synergy_HSA=-7.93. (3) Drug 1: C1CC(=O)NC(=O)C1N2CC3=C(C2=O)C=CC=C3N. Drug 2: C(CN)CNCCSP(=O)(O)O. Cell line: SN12C. Synergy scores: CSS=1.54, Synergy_ZIP=-2.81, Synergy_Bliss=-2.93, Synergy_Loewe=-6.10, Synergy_HSA=-5.54. (4) Drug 1: CC1=C(C(=CC=C1)Cl)NC(=O)C2=CN=C(S2)NC3=CC(=NC(=N3)C)N4CCN(CC4)CCO. Drug 2: CC(C)CN1C=NC2=C1C3=CC=CC=C3N=C2N. Cell line: IGROV1. Synergy scores: CSS=0.756, Synergy_ZIP=-0.203, Synergy_Bliss=1.70, Synergy_Loewe=-1.53, Synergy_HSA=0.520. (5) Drug 1: C1CC(=O)NC(=O)C1N2CC3=C(C2=O)C=CC=C3N. Drug 2: CC=C1C(=O)NC(C(=O)OC2CC(=O)NC(C(=O)NC(CSSCCC=C2)C(=O)N1)C(C)C)C(C)C. Cell line: NCI/ADR-RES. Synergy scores: CSS=2.37, Synergy_ZIP=-1.97, Synergy_Bliss=-4.06, Synergy_Loewe=-1.69, Synergy_HSA=-3.11. (6) Drug 1: CCCS(=O)(=O)NC1=C(C(=C(C=C1)F)C(=O)C2=CNC3=C2C=C(C=N3)C4=CC=C(C=C4)Cl)F. Cell line: LOX IMVI. Drug 2: CC1C(C(CC(O1)OC2CC(OC(C2O)C)OC3=CC4=CC5=C(C(=O)C(C(C5)C(C(=O)C(C(C)O)O)OC)OC6CC(C(C(O6)C)O)OC7CC(C(C(O7)C)O)OC8CC(C(C(O8)C)O)(C)O)C(=C4C(=C3C)O)O)O)O. Synergy scores: CSS=44.5, Synergy_ZIP=19.6, Synergy_Bliss=22.1, Synergy_Loewe=23.3, Synergy_HSA=24.3. (7) Drug 1: CN(C)C1=NC(=NC(=N1)N(C)C)N(C)C. Drug 2: C1CNP(=O)(OC1)N(CCCl)CCCl. Cell line: K-562. Synergy scores: CSS=-8.61, Synergy_ZIP=1.28, Synergy_Bliss=-5.19, Synergy_Loewe=-11.2, Synergy_HSA=-9.32. (8) Drug 1: COC1=CC(=CC(=C1O)OC)C2C3C(COC3=O)C(C4=CC5=C(C=C24)OCO5)OC6C(C(C7C(O6)COC(O7)C8=CC=CS8)O)O. Drug 2: CC1=C(C=C(C=C1)NC(=O)C2=CC=C(C=C2)CN3CCN(CC3)C)NC4=NC=CC(=N4)C5=CN=CC=C5. Cell line: MALME-3M. Synergy scores: CSS=25.4, Synergy_ZIP=1.62, Synergy_Bliss=5.03, Synergy_Loewe=-31.6, Synergy_HSA=2.93.